Dataset: Forward reaction prediction with 1.9M reactions from USPTO patents (1976-2016). Task: Predict the product of the given reaction. (1) Given the reactants [C:1]1([C:7]([NH:9][CH:10]2[CH2:15][CH:14]([C:16]3[CH:21]=[CH:20][C:19]([C:22]([F:25])([F:24])[F:23])=[CH:18][CH:17]=3)[CH2:13][N:12]([C:26]([N:28]3[CH2:33][CH2:32][CH:31]([C:34](O)=[O:35])[CH2:30][CH2:29]3)=[O:27])[CH2:11]2)=[O:8])[CH:6]=[CH:5][CH:4]=[CH:3][CH:2]=1.C[N:38](C(ON1N=NC2C=CC=NC1=2)=[N+](C)C)C.F[P-](F)(F)(F)(F)F.C([O-])(=O)C.[NH4+], predict the reaction product. The product is: [C:1]1([C:7]([NH:9][CH:10]2[CH2:15][CH:14]([C:16]3[CH:21]=[CH:20][C:19]([C:22]([F:23])([F:25])[F:24])=[CH:18][CH:17]=3)[CH2:13][N:12]([C:26]([N:28]3[CH2:29][CH2:30][CH:31]([C:34]([NH2:38])=[O:35])[CH2:32][CH2:33]3)=[O:27])[CH2:11]2)=[O:8])[CH:6]=[CH:5][CH:4]=[CH:3][CH:2]=1. (2) Given the reactants [CH2:1]([O:3][C:4](=[O:17])[C:5]([O:8][C:9]1[CH:14]=[CH:13][C:12]([OH:15])=[CH:11][C:10]=1[CH3:16])([CH3:7])[CH3:6])[CH3:2].[CH3:18][O:19][C:20](=[O:24])[CH:21](Cl)[CH3:22].[I-].[K+].C([O-])([O-])=O.[K+].[K+], predict the reaction product. The product is: [CH2:1]([O:3][C:4](=[O:17])[C:5]([O:8][C:9]1[CH:14]=[CH:13][C:12]([O:15][CH:21]([C:20]([O:19][CH3:18])=[O:24])[CH3:22])=[CH:11][C:10]=1[CH3:16])([CH3:6])[CH3:7])[CH3:2]. (3) Given the reactants [CH3:1][C:2]1[O:3][C:4](/[CH:7]=[CH:8]/[C:9]2[CH:14]=[CH:13][C:12]([N+:15]([O-])=O)=[CH:11][CH:10]=2)=[N:5][N:6]=1.O1CCCC1, predict the reaction product. The product is: [CH3:1][C:2]1[O:3][C:4]([CH2:7][CH2:8][C:9]2[CH:14]=[CH:13][C:12]([NH2:15])=[CH:11][CH:10]=2)=[N:5][N:6]=1. (4) Given the reactants [C:1]([C:3]1[CH:4]=[C:5]([C:13]([N:15]([CH2:17][C@H:18]([C:22]2[CH:27]=[CH:26][C:25]([Cl:28])=[C:24]([Cl:29])[CH:23]=2)[CH2:19][CH:20]=O)[CH3:16])=[O:14])[C:6]2[C:11]([CH:12]=1)=[CH:10][CH:9]=[CH:8][CH:7]=2)#[N:2].Cl.Cl.[NH:32]1[CH2:35][CH:34]([N:36]2[CH2:40][CH2:39][CH:38]([OH:41])[CH2:37]2)[CH2:33]1.[C:42]([O:45][BH-]([O:45][C:42](=[O:44])[CH3:43])[O:45][C:42](=[O:44])[CH3:43])(=[O:44])[CH3:43].[Na+], predict the reaction product. The product is: [C:42]([O-:45])(=[O:44])[CH3:43].[NH4+:2].[C:42]([OH:45])(=[O:44])[CH3:43].[C:1]([C:3]1[CH:4]=[C:5]([C:13]([N:15]([CH2:17][C@H:18]([C:22]2[CH:27]=[CH:26][C:25]([Cl:28])=[C:24]([Cl:29])[CH:23]=2)[CH2:19][CH2:20][N:32]2[CH2:35][CH:34]([N:36]3[CH2:40][CH2:39][CH:38]([OH:41])[CH2:37]3)[CH2:33]2)[CH3:16])=[O:14])[C:6]2[C:11]([CH:12]=1)=[CH:10][CH:9]=[CH:8][CH:7]=2)#[N:2]. (5) Given the reactants [Cl:1][C:2]1[CH:7]=[CH:6][C:5]([C:8]2[CH:13]=[N:12][N:11]3[C:14](=[O:18])[N:15]([CH3:17])[N:16]=[C:10]3[C:9]=2[C:19]2[CH:24]=[CH:23][C:22]([Cl:25])=[CH:21][CH:20]=2)=[CH:4][CH:3]=1.[CH2:26]([Mg]Br)[C:27]1[CH:32]=[CH:31][CH:30]=[CH:29][CH:28]=1.CO, predict the reaction product. The product is: [CH2:26]([CH:13]1[NH:12][N:11]2[C:14](=[O:18])[N:15]([CH3:17])[N:16]=[C:10]2[C:9]([C:19]2[CH:20]=[CH:21][C:22]([Cl:25])=[CH:23][CH:24]=2)=[C:8]1[C:5]1[CH:6]=[CH:7][C:2]([Cl:1])=[CH:3][CH:4]=1)[C:27]1[CH:32]=[CH:31][CH:30]=[CH:29][CH:28]=1. (6) Given the reactants [C:1]([N:4]1[C:13]2[C:8](=[CH:9][C:10]([C:14]([OH:16])=O)=[CH:11][CH:12]=2)[C@H:7]([NH:17][C:18]2[N:23]=[CH:22][CH:21]=[CH:20][N:19]=2)[C@@H:6]([CH3:24])[C@@H:5]1[CH:25]1[CH2:27][CH2:26]1)(=[O:3])[CH3:2].C([N:31]1C2C(=CC(C(O)=O)=CC=2)C(NC2N=CC=CN=2)C(C)C1C1CC1)(=O)C.[Cl-].[NH4+].CN(C(ON1N=NC2C=CC=NC1=2)=[N+](C)C)C.F[P-](F)(F)(F)(F)F.CCN(C(C)C)C(C)C, predict the reaction product. The product is: [C:1]([N:4]1[C:13]2[C:8](=[CH:9][C:10]([C:14]([NH2:31])=[O:16])=[CH:11][CH:12]=2)[CH:7]([NH:17][C:18]2[N:19]=[CH:20][CH:21]=[CH:22][N:23]=2)[CH:6]([CH3:24])[CH:5]1[CH:25]1[CH2:26][CH2:27]1)(=[O:3])[CH3:2].